From a dataset of Reaction yield outcomes from USPTO patents with 853,638 reactions. Predict the reaction yield, written as a fraction of the theoretical maximum amount of product (1.0 means a 100% yield; for example, 0.34 means a 34% yield). The reactants are [NH4+].[Cl-].[CH3:3][C:4]1([CH3:20])[O:8][C@H:7]([CH2:9][O:10][C:11]2[CH:16]=[CH:15][CH:14]=[C:13]([N+:17]([O-])=O)[CH:12]=2)[CH2:6][O:5]1.O. The catalyst is C(O)(C)C.[Fe]. The product is [CH3:3][C:4]1([CH3:20])[O:8][C@H:7]([CH2:9][O:10][C:11]2[CH:12]=[C:13]([CH:14]=[CH:15][CH:16]=2)[NH2:17])[CH2:6][O:5]1. The yield is 0.760.